From a dataset of Full USPTO retrosynthesis dataset with 1.9M reactions from patents (1976-2016). Predict the reactants needed to synthesize the given product. (1) Given the product [I:26][C:2]1[S:1][C:9]2[CH2:8][CH2:7][O:6][CH:5]([CH2:10][NH:11][C:12](=[O:18])[O:13][C:14]([CH3:15])([CH3:17])[CH3:16])[C:4]=2[CH:3]=1, predict the reactants needed to synthesize it. The reactants are: [S:1]1[C:9]2[CH2:8][CH2:7][O:6][CH:5]([CH2:10][NH:11][C:12](=[O:18])[O:13][C:14]([CH3:17])([CH3:16])[CH3:15])[C:4]=2[CH:3]=[CH:2]1.C1C(=O)N([I:26])C(=O)C1.CC(O)=O.C(N(CC)CC)C. (2) Given the product [CH2:38]([C:39]1[N:26]2[C:21]3[CH:20]=[C:19]([C:29]4[CH:34]=[CH:33][CH:32]=[CH:31][CH:30]=4)[C:18]([C:15]4[CH:16]=[CH:17][C:12]([C:8]5([NH:7][C:6](=[O:35])[O:5][C:1]([CH3:4])([CH3:3])[CH3:2])[CH2:11][CH2:10][CH2:9]5)=[CH:13][CH:14]=4)=[N:28][C:22]=3[O:23][CH2:24][C:25]2=[N:42][N:41]=1)[CH:37]([CH3:43])[CH3:36], predict the reactants needed to synthesize it. The reactants are: [C:1]([O:5][C:6](=[O:35])[NH:7][C:8]1([C:12]2[CH:17]=[CH:16][C:15]([C:18]3[C:19]([C:29]4[CH:34]=[CH:33][CH:32]=[CH:31][CH:30]=4)=[CH:20][C:21]4[NH:26][C:25](=S)[CH2:24][O:23][C:22]=4[N:28]=3)=[CH:14][CH:13]=2)[CH2:11][CH2:10][CH2:9]1)([CH3:4])([CH3:3])[CH3:2].[CH3:36][CH:37]([CH3:43])[CH2:38][C:39]([NH:41][NH2:42])=O. (3) Given the product [Cl:19][C:4]1[CH:5]=[C:6]([C:15]([O:17][CH3:18])=[O:16])[C:7]([C:8]2[CH:13]=[CH:12][CH:11]=[C:10]([F:14])[CH:9]=2)=[C:2](/[N:1]=[N:27]/[N:33]([CH2:34][CH3:35])[CH2:31][CH3:32])[C:3]=1[C:20]#[C:21][Si:22]([CH3:23])([CH3:25])[CH3:24], predict the reactants needed to synthesize it. The reactants are: [NH2:1][C:2]1[C:3]([C:20]#[C:21][Si:22]([CH3:25])([CH3:24])[CH3:23])=[C:4]([Cl:19])[CH:5]=[C:6]([C:15]([O:17][CH3:18])=[O:16])[C:7]=1[C:8]1[CH:13]=[CH:12][CH:11]=[C:10]([F:14])[CH:9]=1.Cl.[N:27]([O-])=O.[Na+].[CH2:31]([NH:33][CH2:34][CH3:35])[CH3:32].C(=O)([O-])[O-].[K+].[K+]. (4) Given the product [C:7]([C:1]1[CH:6]=[CH:5][CH:4]=[CH:3][CH:2]=1)(=[O:11])[CH2:8][CH3:9], predict the reactants needed to synthesize it. The reactants are: [C:1]1([C:7]#[C:8][CH3:9])[CH:6]=[CH:5][CH:4]=[CH:3][CH:2]=1.S(=O)(=O)(O)[OH:11]. (5) Given the product [Cl:1][C:2]1[CH:10]=[CH:9][C:8]([N:11]([CH3:20])[S:12]([C:15]2[S:16][CH:17]=[CH:18][CH:19]=2)(=[O:14])=[O:13])=[C:7]2[C:3]=1[CH:4]=[C:5]([C:21]1[S:23][C:25]([CH2:26][OH:27])=[CH:28][N:22]=1)[NH:6]2, predict the reactants needed to synthesize it. The reactants are: [Cl:1][C:2]1[CH:10]=[CH:9][C:8]([N:11]([CH3:20])[S:12]([C:15]2[S:16][CH:17]=[CH:18][CH:19]=2)(=[O:14])=[O:13])=[C:7]2[C:3]=1[CH:4]=[C:5]([C:21](=[S:23])[NH2:22])[NH:6]2.Br[CH:25]([CH:28]=O)[CH:26]=[O:27].CN(C)C(=O)C. (6) Given the product [C:1]([C:4]1[CH:5]=[C:6]([CH:30]=[CH:31][CH:32]=1)[CH2:7][C@H:8]1[CH2:13][C@H:12]2[C@H:14]3[C@H:23]([CH2:24][CH2:25][C@:10]2([CH3:11])[C@H:9]1[OH:29])[C:22]1[CH:21]=[CH:20][C:19]([C:26]([NH2:28])=[O:27])=[CH:18][C:17]=1[CH2:16][CH2:15]3)(=[O:3])[NH2:2], predict the reactants needed to synthesize it. The reactants are: [C:1]([C:4]1[CH:5]=[C:6]([CH:30]=[CH:31][CH:32]=1)/[CH:7]=[C:8]1/[C@H:9]([OH:29])[C@:10]2([CH2:25][CH2:24][C@H:23]3[C@@H:14]([CH2:15][CH2:16][C:17]4[CH:18]=[C:19]([C:26]([NH2:28])=[O:27])[CH:20]=[CH:21][C:22]=43)[C@@H:12]2[CH2:13]/1)[CH3:11])(=[O:3])[NH2:2]. (7) The reactants are: [CH3:1][O:2][C:3]1[CH:4]=[C:5]([CH:9]=[C:10]2[O:15][CH2:14][CH2:13][O:12][C:11]=12)[C:6]([OH:8])=O.Cl.[CH2:17]([O:19][CH2:20][CH2:21][N:22]1[C:26]2[CH:27]=[CH:28][CH:29]=[CH:30][C:25]=2[N:24]=[C:23]1[N:31]1[CH2:37][CH2:36][CH2:35][N:34]([CH2:38][CH2:39][C:40]2([C:45]3[CH:50]=[CH:49][CH:48]=[CH:47][CH:46]=3)[CH2:44][CH2:43][NH:42][CH2:41]2)[CH2:33][CH2:32]1)[CH3:18]. Given the product [CH3:1][O:2][C:3]1[CH:4]=[C:5]([CH:9]=[C:10]2[O:15][CH2:14][CH2:13][O:12][C:11]=12)[C:6]([N:42]1[CH2:43][CH2:44][C:40]([CH2:39][CH2:38][N:34]2[CH2:35][CH2:36][CH2:37][N:31]([C:23]3[N:22]([CH2:21][CH2:20][O:19][CH2:17][CH3:18])[C:26]4[CH:27]=[CH:28][CH:29]=[CH:30][C:25]=4[N:24]=3)[CH2:32][CH2:33]2)([C:45]2[CH:50]=[CH:49][CH:48]=[CH:47][CH:46]=2)[CH2:41]1)=[O:8], predict the reactants needed to synthesize it. (8) Given the product [F:1][C:2]1[C:11]([N:12]([CH3:19])[S:13]([CH2:16][CH2:17][CH3:18])(=[O:14])=[O:15])=[CH:10][CH:9]=[C:8]([F:20])[C:3]=1[C:4]([OH:6])=[O:5], predict the reactants needed to synthesize it. The reactants are: [F:1][C:2]1[C:11]([N:12]([CH3:19])[S:13]([CH2:16][CH2:17][CH3:18])(=[O:15])=[O:14])=[CH:10][CH:9]=[C:8]([F:20])[C:3]=1[C:4]([O:6]C)=[O:5].[OH-].[Li+]. (9) Given the product [F:48][C:49]1[CH:50]=[C:51]([NH:64][C:65]([NH:67][CH2:68][CH2:69][F:70])=[O:66])[CH:52]=[CH:53][C:54]=1[C:24]1[N:25]=[C:26]([C:37]2[CH:42]=[C:41]([F:43])[CH:40]=[CH:39][C:38]=2[S:44]([CH3:47])(=[O:46])=[O:45])[CH:27]=[C:28]([N:30]2[CH2:35][CH2:34][O:33][CH2:32][C@@H:31]2[CH3:36])[N:29]=1, predict the reactants needed to synthesize it. The reactants are: FC1C=C(C2N=C(SC)N=C(N3CCOC[C@@H]3C)C=2)C=NC=1.Cl[C:24]1[N:29]=[C:28]([N:30]2[CH2:35][CH2:34][O:33][CH2:32][C@@H:31]2[CH3:36])[CH:27]=[C:26]([C:37]2[CH:42]=[C:41]([F:43])[CH:40]=[CH:39][C:38]=2[S:44]([CH3:47])(=[O:46])=[O:45])[N:25]=1.[F:48][C:49]1[CH:50]=[C:51]([NH:64][C:65]([NH:67][CH2:68][CH2:69][F:70])=[O:66])[CH:52]=[CH:53][C:54]=1B1OC(C)(C)C(C)(C)O1.